Dataset: Forward reaction prediction with 1.9M reactions from USPTO patents (1976-2016). Task: Predict the product of the given reaction. (1) Given the reactants I[C:2]1[C:10]2[C:5](=[CH:6][N:7]=[C:8]([CH3:11])[CH:9]=2)[N:4]([CH2:12][C:13]([O:15][C:16]([CH3:19])([CH3:18])[CH3:17])=[O:14])[N:3]=1.[CH3:20][N:21](C=O)C, predict the reaction product. The product is: [C:20]([C:2]1[C:10]2[C:5](=[CH:6][N:7]=[C:8]([CH3:11])[CH:9]=2)[N:4]([CH2:12][C:13]([O:15][C:16]([CH3:19])([CH3:18])[CH3:17])=[O:14])[N:3]=1)#[N:21]. (2) Given the reactants [CH2:1]1[C@@H:6]([CH2:7][NH2:8])[O:5][C@H:4]([O:9][C@H:10]2[C@H:15]([OH:16])[C@@H:14]([O:17][C@H:18]3[O:23][C@H:22]([CH2:24][OH:25])[C@@H:21]([OH:26])[C@H:20]([NH2:27])[C@H:19]3[OH:28])[C@H:13]([NH:29][C:30]([C@@H:32]([OH:36])[CH2:33][CH2:34][NH2:35])=[O:31])[CH2:12][C@@H:11]2[NH2:37])[C@H:3]([NH2:38])[CH2:2]1.[ClH:39], predict the reaction product. The product is: [CH2:1]1[C@@H:6]([CH2:7][NH2:8])[O:5][C@H:4]([O:9][C@H:10]2[C@H:15]([OH:16])[C@@H:14]([O:17][C@H:18]3[O:23][C@H:22]([CH2:24][OH:25])[C@@H:21]([OH:26])[C@H:20]([NH2:27])[C@H:19]3[OH:28])[C@H:13]([NH:29][C:30]([C@@H:32]([OH:36])[CH2:33][CH2:34][NH2:35])=[O:31])[CH2:12][C@@H:11]2[NH2:37])[C@H:3]([NH2:38])[CH2:2]1.[ClH:39]. (3) Given the reactants [O:1]=[C:2]1[C:10]2[C:5](=[CH:6][CH:7]=[CH:8][CH:9]=2)[C:4](=[O:11])[N:3]1[C@H:12]([C:18](=[O:36])[N:19]1[C@H:24]([C:25](=[O:35])[NH:26][CH2:27][CH2:28][C:29]2[CH:34]=[CH:33][CH:32]=[CH:31][CH:30]=2)[CH2:23][CH2:22][CH2:21][NH:20]1)[CH2:13][CH2:14][C:15](O)=[O:16].CN1CCOCC1.P(Cl)(Cl)(Cl)(Cl)Cl, predict the reaction product. The product is: [CH2:27]([NH:26][C:25]([C@H:24]1[N:19]2[C:18](=[O:36])[C@@H:12]([N:3]3[C:4](=[O:11])[C:5]4[C:10](=[CH:9][CH:8]=[CH:7][CH:6]=4)[C:2]3=[O:1])[CH2:13][CH2:14][C:15](=[O:16])[N:20]2[CH2:21][CH2:22][CH2:23]1)=[O:35])[CH2:28][C:29]1[CH:30]=[CH:31][CH:32]=[CH:33][CH:34]=1. (4) Given the reactants [Cl:1][C:2]1[CH:7]=[CH:6][CH:5]=[CH:4][C:3]=1[C:8]1[C:12]2[CH:13]=[C:14]([C:17]([NH:19][NH2:20])=[O:18])[CH:15]=[CH:16][C:11]=2[O:10][CH:9]=1.C(N(CC)CC)C.[C:28](=[S:30])=S.IC.[C:33](=O)([O-])[O-].[K+].[K+], predict the reaction product. The product is: [Cl:1][C:2]1[CH:7]=[CH:6][CH:5]=[CH:4][C:3]=1[C:8]1[C:12]2[CH:13]=[C:14]([C:17]3[O:18][C:33]([S:30][CH3:28])=[N:20][N:19]=3)[CH:15]=[CH:16][C:11]=2[O:10][CH:9]=1.